Task: Predict the reactants needed to synthesize the given product.. Dataset: Full USPTO retrosynthesis dataset with 1.9M reactions from patents (1976-2016) (1) Given the product [CH3:15][N:12]1[CH2:13][CH2:14][N:9]([C:7]([C:5]2[O:6][C:2]([C:16]3[CH:21]=[CH:20][C:19]([C:2]4[O:6][C:5]([C:7]([N:9]5[CH2:10][CH2:11][N:12]([CH3:15])[CH2:13][CH2:14]5)=[O:8])=[CH:4][CH:3]=4)=[CH:18][CH:17]=3)=[CH:3][CH:4]=2)=[O:8])[CH2:10][CH2:11]1, predict the reactants needed to synthesize it. The reactants are: Br[C:2]1[O:6][C:5]([C:7]([N:9]2[CH2:14][CH2:13][N:12]([CH3:15])[CH2:11][CH2:10]2)=[O:8])=[CH:4][CH:3]=1.[C:16]1(B(O)O)[CH:21]=[CH:20][C:19](B(O)O)=[CH:18][CH:17]=1. (2) Given the product [F:1][C:2]1[CH:7]=[CH:6][CH:5]=[CH:4][C:3]=1[O:8][CH:20]1[CH2:25][CH2:24][CH:23]([C:26]([O:28][CH2:29][CH3:30])=[O:27])[CH2:22][CH2:21]1, predict the reactants needed to synthesize it. The reactants are: [F:1][C:2]1[CH:7]=[CH:6][CH:5]=[CH:4][C:3]=1[OH:8].S(O[CH:20]1[CH2:25][CH2:24][CH:23]([C:26]([O:28][CH2:29][CH3:30])=[O:27])[CH2:22][CH2:21]1)(C1C=CC(C)=CC=1)(=O)=O.C(=O)([O-])[O-].[Cs+].[Cs+]. (3) Given the product [C:1]([O:5][C:6]([N:8]1[CH2:15][C@H:14]2[C@H:10]([CH2:11][CH:12]([CH3:16])[CH2:13]2)[C@H:9]1[CH2:17][NH2:18])=[O:7])([CH3:3])([CH3:4])[CH3:2], predict the reactants needed to synthesize it. The reactants are: [C:1]([O:5][C:6]([N:8]1[CH2:15][C@H:14]2[C@H:10]([CH2:11][CH:12]([CH3:16])[CH2:13]2)[C@H:9]1[CH2:17][NH:18]CC1C=CC=CC=1)=[O:7])([CH3:4])([CH3:3])[CH3:2]. (4) Given the product [CH3:14][C:13]1[CH:16]=[CH:23][C:24]([C:18]2[CH:31]=[CH:30][C:29]3[C:20](=[C:21]([C:31]4[CH:18]=[CH:19][C:20]5[C:29](=[CH:28][CH:27]=[CH:22][CH:21]=5)[CH:30]=4)[C:22]4[C:27]([C:28]=3[C:2]3[CH:11]=[CH:10][C:9]5[C:4](=[CH:5][CH:6]=[CH:7][CH:8]=5)[CH:3]=3)=[CH:26][CH:25]=[CH:24][CH:23]=4)[CH:19]=2)=[CH:25][CH:15]=1, predict the reactants needed to synthesize it. The reactants are: Br[C:2]1[CH:11]=[CH:10][C:9]2[C:4](=[CH:5][CH:6]=[CH:7][CH:8]=2)[CH:3]=1.[Li][C:13]([CH3:16])([CH3:15])[CH3:14].Cl[C:18]1[CH:31]=[CH:30][C:29]2[C:28](=O)[C:27]3[C:22](=[CH:23][CH:24]=[CH:25][CH:26]=3)[C:21](=O)[C:20]=2[CH:19]=1. (5) Given the product [CH2:23]([C:44]([CH2:43][CH2:42][CH3:41])=[CH:45][CH2:40][CH:18]([O:17][CH:1]([CH2:2][CH:3]=[C:4]([CH2:5][CH2:6][CH2:7][CH2:8][CH2:9][CH2:10][CH2:11][CH2:12][CH2:13][CH2:14][CH2:15][CH2:16][CH2:1][CH2:2][CH2:3][CH3:4])[CH2:9][CH2:10][CH3:11])[CH:19]([CH2:18][OH:17])[OH:20])[CH:19]([CH2:21][OH:22])[OH:20])[CH2:24][CH2:25][CH2:26][CH2:27][CH2:28][CH2:28][CH2:27][CH2:26][CH2:25][CH2:24][CH2:23][CH2:8][CH2:7][CH2:6][CH3:5], predict the reactants needed to synthesize it. The reactants are: [CH2:1]([O:17][CH2:18][CH:19]([CH2:21][OH:22])[OH:20])[CH2:2][CH2:3][CH2:4][CH2:5][CH2:6][CH2:7][CH2:8][CH2:9][CH2:10][CH2:11][CH2:12][CH2:13][CH2:14][CH2:15][CH3:16].[C:23](O)(=O)[CH2:24][CH2:25][CH2:26][CH:27]=[CH2:28].[CH2:40]1[CH2:45][CH2:44][CH:43](N=C=N[CH:40]2[CH2:45][CH2:44][CH2:43][CH2:42][CH2:41]2)[CH2:42][CH2:41]1.P(=O)(O)(O)O.I([O-])(=O)(=O)=O.[Na+]. (6) The reactants are: [C:1]1([CH3:7])[CH:6]=[CH:5][CH:4]=[CH:3][CH:2]=1.C([N:10](CC)CC)C.[P:15]([Cl:19])([Cl:18])([Cl:17])=[O:16]. Given the product [P:15]([Cl:19])([Cl:18])([Cl:17])=[O:16].[N:10]1[C:5]([CH3:6])=[CH:4][CH:3]=[CH:2][C:1]=1[CH3:7], predict the reactants needed to synthesize it.